Task: Predict the product of the given reaction.. Dataset: Forward reaction prediction with 1.9M reactions from USPTO patents (1976-2016) (1) Given the reactants Cl.[C:2]([NH:6][OH:7])([CH3:5])([CH3:4])[CH3:3].[N:8]1([S:13]([C:16]2[CH:23]=[CH:22][C:19]([CH:20]=O)=[CH:18][CH:17]=2)(=[O:15])=[O:14])[CH2:12][CH2:11][CH2:10][CH2:9]1, predict the reaction product. The product is: [C:2]([N+:6]([O-:7])=[CH:20][C:19]1[CH:22]=[CH:23][C:16]([S:13]([N:8]2[CH2:12][CH2:11][CH2:10][CH2:9]2)(=[O:15])=[O:14])=[CH:17][CH:18]=1)([CH3:5])([CH3:4])[CH3:3]. (2) Given the reactants C([O:3][C:4]([C:6]1[S:7][C:8]([CH3:14])=[C:9]([CH2:11][C:12]#[N:13])[CH:10]=1)=[O:5])C.C(=O)(O)[O-].[Na+], predict the reaction product. The product is: [C:12]([CH2:11][C:9]1[CH:10]=[C:6]([C:4]([OH:5])=[O:3])[S:7][C:8]=1[CH3:14])#[N:13]. (3) Given the reactants [CH3:1][N:2]([CH2:22][C@@H:23]1[C:26]2[CH:27]=[C:28]([O:33][CH3:34])[C:29]([O:31][CH3:32])=[CH:30][C:25]=2[CH2:24]1)[CH2:3][CH2:4][CH2:5][N:6]1[C:16](=[O:17])[CH2:15][C:14]2[C:9](=[CH:10][C:11]([O:20][CH3:21])=[C:12]([O:18][CH3:19])[CH:13]=2)[CH2:8][CH2:7]1.Cl.[OH-].[Na+], predict the reaction product. The product is: [CH3:1][N:2]([CH2:22][C@@H:23]1[C:26]2[CH:27]=[C:28]([O:33][CH3:34])[C:29]([O:31][CH3:32])=[CH:30][C:25]=2[CH2:24]1)[CH2:3][CH2:4][CH2:5][N:6]1[C:16](=[O:17])[CH2:15][C:14]2[C:9](=[CH:10][C:11]([O:20][CH3:21])=[C:12]([O:18][CH3:19])[CH:13]=2)[CH2:8][CH2:7]1. (4) Given the reactants N(C1N(CC(C)C)C(=O)N(C)C(=O)C=1)N.ClC1C=C2C(=CC=1)NC=C2C=O.C(C1C=C(C=O)N(C)C=1)(=O)C.[C:39]([C:42]1[CH:43]=[C:44]([C:48]2[N:49]([CH2:64][C:65]3[C:73]4[C:68](=[CH:69][CH:70]=[C:71]([Cl:74])[CH:72]=4)[NH:67][CH:66]=3)[N:50]=[C:51]3[C:56]=2[C:55](=[O:57])[N:54]([CH3:58])[C:53](=[O:59])[N:52]3[CH2:60][CH:61]([CH3:63])[CH3:62])[N:45]([CH3:47])[CH:46]=1)(=O)[CH3:40].Cl.[CH3:76][O:77][NH2:78], predict the reaction product. The product is: [Cl:74][C:71]1[CH:72]=[C:73]2[C:68](=[CH:69][CH:70]=1)[NH:67][CH:66]=[C:65]2[CH2:64][N:49]1[C:48]([C:44]2[N:45]([CH3:47])[CH:46]=[C:42](/[C:39](=[N:78]/[O:77][CH3:76])/[CH3:40])[CH:43]=2)=[C:56]2[C:51]([N:52]([CH2:60][CH:61]([CH3:62])[CH3:63])[C:53](=[O:59])[N:54]([CH3:58])[C:55]2=[O:57])=[N:50]1.